This data is from Reaction yield outcomes from USPTO patents with 853,638 reactions. The task is: Predict the reaction yield, written as a fraction of the theoretical maximum amount of product (1.0 means a 100% yield; for example, 0.34 means a 34% yield). (1) The reactants are [CH3:1][O:2][C:3](=[O:16])[C:4]1[CH:9]=[C:8](I)[C:7]([C:11]([F:14])([F:13])[F:12])=[CH:6][C:5]=1[NH2:15].[CH3:17][N:18]1[C:22]([Sn](CCCC)(CCCC)CCCC)=[CH:21][CH:20]=[N:19]1. The catalyst is C1(C=CC=CC=1)[P](C1C=CC=CC=1)(C1C=CC=CC=1)[Pd][P](C1C=CC=CC=1)(C1C=CC=CC=1)C1C=CC=CC=1.O1CCOCC1. The product is [CH3:1][O:2][C:3](=[O:16])[C:4]1[CH:9]=[C:8]([C:22]2[N:18]([CH3:17])[N:19]=[CH:20][CH:21]=2)[C:7]([C:11]([F:14])([F:13])[F:12])=[CH:6][C:5]=1[NH2:15]. The yield is 0.760. (2) The reactants are [O:1]=[C:2]1[CH:7]=[CH:6][N:5]([C:8]2[CH:13]=[CH:12][CH:11]=[C:10]([C:14]([F:17])([F:16])[F:15])[CH:9]=2)[N:4]=[C:3]1[CH:18]=[O:19].[CH2:20]=[N:21][CH:22](S(C1C=CC(C)=CC=1)(=O)=O)[C:23]1[CH:28]=[CH:27][CH:26]=[CH:25][CH:24]=1.C([O-])([O-])=O.[K+].[K+]. The catalyst is CC#N.O. The product is [C:23]1([C:22]2[N:21]=[CH:20][O:19][C:18]=2[C:3]2[C:2](=[O:1])[CH:7]=[CH:6][N:5]([C:8]3[CH:13]=[CH:12][CH:11]=[C:10]([C:14]([F:17])([F:16])[F:15])[CH:9]=3)[N:4]=2)[CH:28]=[CH:27][CH:26]=[CH:25][CH:24]=1. The yield is 0.250. (3) The reactants are C1(C=O)CC1.[CH:6]1([CH:9]=[N:10][S:11]([C:13]([CH3:16])([CH3:15])[CH3:14])=[O:12])[CH2:8][CH2:7]1. The catalyst is C(Cl)Cl.[O-]S([O-])(=O)=O.[Cu+2]. The product is [CH:6]1([CH:9]=[N:10][S@:11]([C:13]([CH3:16])([CH3:15])[CH3:14])=[O:12])[CH2:7][CH2:8]1. The yield is 0.950. (4) The reactants are [O:1]=[C:2]1[CH:6]=[C:5]([C@@H:7]2[CH2:12][CH2:11][N:10](C(OC)=O)[C@@H:9]([C:17]3[CH:22]=[C:21]([F:23])[C:20]([F:24])=[C:19]([F:25])[CH:18]=3)[CH2:8]2)[O:4][NH:3]1.Br. No catalyst specified. The product is [F:25][C:19]1[CH:18]=[C:17]([C@H:9]2[CH2:8][C@H:7]([C:5]3[O:4][NH:3][C:2](=[O:1])[CH:6]=3)[CH2:12][CH2:11][NH:10]2)[CH:22]=[C:21]([F:23])[C:20]=1[F:24]. The yield is 0.250. (5) The reactants are [CH2:1]([N:8]1[CH:16]=[C:15]2[C:10]([CH:11]=[C:12]([C:17]3[CH:18]=[C:19]([CH:27]4[O:32][CH2:31][CH2:30][NH:29][CH2:28]4)[N:20]4[C:25]=3[C:24]([NH2:26])=[N:23][CH:22]=[N:21]4)[CH:13]=[CH:14]2)=[N:9]1)[C:2]1[CH:7]=[CH:6][CH:5]=[CH:4][CH:3]=1.[CH3:33][N:34]1[CH2:39][CH2:38][N:37]([C:40](Cl)=[O:41])[CH2:36][CH2:35]1.CN1CCOCC1. The catalyst is ClCCl.CO.CCOC(C)=O.C(=O)([O-])[O-].[Na+].[Na+]. The product is [CH2:1]([N:8]1[CH:16]=[C:15]2[C:10]([CH:11]=[C:12]([C:17]3[CH:18]=[C:19]([CH:27]4[O:32][CH2:31][CH2:30][N:29]([C:40]([N:37]5[CH2:38][CH2:39][N:34]([CH3:33])[CH2:35][CH2:36]5)=[O:41])[CH2:28]4)[N:20]4[C:25]=3[C:24]([NH2:26])=[N:23][CH:22]=[N:21]4)[CH:13]=[CH:14]2)=[N:9]1)[C:2]1[CH:7]=[CH:6][CH:5]=[CH:4][CH:3]=1. The yield is 0.670. (6) The reactants are [O:1]1[CH2:6][CH2:5][CH:4]([C:7]([OH:9])=O)[CH2:3][CH2:2]1.Cl.[CH3:11][NH:12][O:13][CH3:14].CN(C)CCCN=C=NCC.C(N(CC)CC)C. The catalyst is C(Cl)Cl. The product is [CH3:14][O:13][N:12]([CH3:11])[C:7]([CH:4]1[CH2:3][CH2:2][O:1][CH2:6][CH2:5]1)=[O:9]. The yield is 0.597. (7) The reactants are Cl([O-])=O.[Na+].[F:5][C:6]1[CH:13]=[CH:12][CH:11]=[CH:10][C:7]=1[CH:8]=[O:9].S(=O)(=O)([OH:16])N. The catalyst is O.CC(C)=O. The product is [F:5][C:6]1[CH:13]=[CH:12][CH:11]=[CH:10][C:7]=1[C:8]([OH:16])=[O:9]. The yield is 0.860. (8) The catalyst is C(OCC)C.O1CCCC1. The yield is 0.610. The reactants are [H-].[Al+3].[Li+].[H-].[H-].[H-].[Cl:7][C:8]1[CH:13]=[CH:12][C:11]([CH2:14][CH2:15][CH2:16][C:17]([NH2:19])=O)=[CH:10][CH:9]=1. The product is [Cl:7][C:8]1[CH:9]=[CH:10][C:11]([CH2:14][CH2:15][CH2:16][CH2:17][NH2:19])=[CH:12][CH:13]=1. (9) The reactants are [C:1](Cl)(=[O:4])[CH:2]=[CH2:3].[NH2:6][C:7]1[CH:12]=[C:11]([NH:13][C:14]2[N:19]=[C:18]([C:20]3[CH:21]=[N:22][N:23]4[CH:28]=[CH:27][CH:26]=[CH:25][C:24]=34)[C:17]([Cl:29])=[CH:16][N:15]=2)[C:10]([O:30][CH3:31])=[CH:9][C:8]=1[N:32]1[CH2:37][CH2:36][N:35]([C:38](=[O:49])[C@@H:39]([NH:41]C(=O)OC(C)(C)C)[CH3:40])[CH2:34][CH2:33]1.CCN(C(C)C)C(C)C. The catalyst is C(Cl)Cl. The product is [NH2:41][C@@H:39]([CH3:40])[C:38]([N:35]1[CH2:36][CH2:37][N:32]([C:8]2[CH:9]=[C:10]([O:30][CH3:31])[C:11]([NH:13][C:14]3[N:19]=[C:18]([C:20]4[CH:21]=[N:22][N:23]5[CH:28]=[CH:27][CH:26]=[CH:25][C:24]=45)[C:17]([Cl:29])=[CH:16][N:15]=3)=[CH:12][C:7]=2[NH:6][C:1](=[O:4])[CH:2]=[CH2:3])[CH2:33][CH2:34]1)=[O:49]. The yield is 0.0600. (10) The reactants are [Cl:1][C:2]1[CH:3]=[CH:4][C:5]2[NH:11][C:10]3[CH:12]=[CH:13][CH:14]=[CH:15][C:9]=3[C:8](=O)[NH:7][C:6]=2[CH:17]=1.P(Cl)(Cl)([Cl:20])=O.C([O-])([O-])=O.[Na+].[Na+]. The catalyst is C1C=CC=CC=1. The product is [Cl:1][C:2]1[CH:3]=[CH:4][C:5]2[NH:11][C:10]3[CH:12]=[CH:13][CH:14]=[CH:15][C:9]=3[C:8]([Cl:20])=[N:7][C:6]=2[CH:17]=1. The yield is 0.580.